Dataset: Catalyst prediction with 721,799 reactions and 888 catalyst types from USPTO. Task: Predict which catalyst facilitates the given reaction. (1) Reactant: [C:1]1([S:15](Cl)(=[O:17])=[O:16])[CH:6]=[C:5]([S:7](Cl)(=[O:9])=[O:8])[CH:4]=[C:3]([S:11](Cl)(=[O:13])=[O:12])[CH:2]=1.[O-]S([O-])=O.[Na+:23].[Na+].[OH-].[Na+]. Product: [C:1]1([S:15]([O-:17])=[O:16])[CH:2]=[C:3]([S:11]([O-:13])=[O:12])[CH:4]=[C:5]([S:7]([O-:9])=[O:8])[CH:6]=1.[Na+:23].[Na+:23].[Na+:23]. The catalyst class is: 6. (2) Reactant: Br[C:2]1[N:7]=[CH:6][C:5]([CH:8]2[O:13][CH2:12][CH2:11][N:10]([C:14]([O:16][C:17]([CH3:20])([CH3:19])[CH3:18])=[O:15])[CH2:9]2)=[CH:4][C:3]=1[CH3:21].[C:22](=[NH:35])([C:29]1[CH:34]=[CH:33][CH:32]=[CH:31][CH:30]=1)[C:23]1[CH:28]=[CH:27][CH:26]=[CH:25][CH:24]=1.CC(C)([O-])C.[Na+]. Product: [C:23]1([C:22](=[N:35][C:2]2[N:7]=[CH:6][C:5]([CH:8]3[O:13][CH2:12][CH2:11][N:10]([C:14]([O:16][C:17]([CH3:20])([CH3:19])[CH3:18])=[O:15])[CH2:9]3)=[CH:4][C:3]=2[CH3:21])[C:29]2[CH:30]=[CH:31][CH:32]=[CH:33][CH:34]=2)[CH:28]=[CH:27][CH:26]=[CH:25][CH:24]=1. The catalyst class is: 11.